This data is from Reaction yield outcomes from USPTO patents with 853,638 reactions. The task is: Predict the reaction yield, written as a fraction of the theoretical maximum amount of product (1.0 means a 100% yield; for example, 0.34 means a 34% yield). (1) The reactants are [Cl:1][CH2:2][C:3]([CH2:5]Cl)=O.[CH3:7][C:8]1[N:13]=[C:12]([NH2:14])[CH:11]=[CH:10][CH:9]=1. The catalyst is C(#N)C. The product is [Cl:1][CH2:2][C:3]1[N:14]=[C:12]2[CH:11]=[CH:10][CH:9]=[C:8]([CH3:7])[N:13]2[CH:5]=1. The yield is 0.707. (2) The reactants are [O:1]=[C:2]1[CH2:7][NH:6][CH2:5][CH2:4][N:3]1[C:8]1[CH:13]=[CH:12][C:11]([S:14]([NH:17][C:18]2[S:19][CH:20]=[CH:21][N:22]=2)(=[O:16])=[O:15])=[CH:10][CH:9]=1.[Cl:23][C:24]1[CH:25]=[C:26]2[C:31](=[CH:32][CH:33]=1)[N:30]([C@@H:34]([CH:38]([CH3:40])[CH3:39])[C:35](O)=[O:36])[CH2:29][CH2:28][CH2:27]2.CN(C(ON1N=NC2C=CC=NC1=2)=[N+](C)C)C.F[P-](F)(F)(F)(F)F.C(=O)(O)[O-].[Na+]. The catalyst is CN(C=O)C. The product is [Cl:23][C:24]1[CH:25]=[C:26]2[C:31](=[CH:32][CH:33]=1)[N:30]([C@@H:34]([CH:38]([CH3:40])[CH3:39])[C:35]([N:6]1[CH2:5][CH2:4][N:3]([C:8]3[CH:9]=[CH:10][C:11]([S:14]([NH:17][C:18]4[S:19][CH:20]=[CH:21][N:22]=4)(=[O:16])=[O:15])=[CH:12][CH:13]=3)[C:2](=[O:1])[CH2:7]1)=[O:36])[CH2:29][CH2:28][CH2:27]2. The yield is 0.320. (3) The reactants are [Cl:1][C:2]1[CH:7]=[CH:6][C:5]([OH:8])=[CH:4][C:3]=1[C:9]([F:12])([F:11])[F:10].F[C:14]1[CH:21]=[CH:20][C:17]([CH:18]=[O:19])=[CH:16][CH:15]=1.C([O-])([O-])=O.[K+].[K+]. The catalyst is CN(C=O)C. The product is [Cl:1][C:2]1[CH:7]=[CH:6][C:5]([O:8][C:14]2[CH:21]=[CH:20][C:17]([CH:18]=[O:19])=[CH:16][CH:15]=2)=[CH:4][C:3]=1[C:9]([F:10])([F:11])[F:12]. The yield is 1.00.